Dataset: Catalyst prediction with 721,799 reactions and 888 catalyst types from USPTO. Task: Predict which catalyst facilitates the given reaction. (1) Reactant: Cl[CH2:2][S:3]([N:6]1[CH2:11][CH2:10][N:9]([CH2:12][C:13]2[CH:18]=[CH:17][C:16]([C:19]#[N:20])=[CH:15][CH:14]=2)[C:8](=[O:21])[CH2:7]1)(=[O:5])=[O:4].[Cl:22][C:23]1[CH:30]=[C:27]([CH:28]=O)[C:26]([OH:31])=[CH:25][CH:24]=1.C(=O)([O-])[O-].[K+].[K+].[I-].[K+]. Product: [Cl:22][C:23]1[CH:24]=[CH:25][C:26]2[O:31][C:2]([S:3]([N:6]3[CH2:11][CH2:10][N:9]([CH2:12][C:13]4[CH:18]=[CH:17][C:16]([C:19]#[N:20])=[CH:15][CH:14]=4)[C:8](=[O:21])[CH2:7]3)(=[O:5])=[O:4])=[CH:28][C:27]=2[CH:30]=1. The catalyst class is: 3. (2) Reactant: Cl[C:2]([C:7]1(C)[CH2:11][CH2:10][CH2:9][N:8]1[CH2:12][CH3:13])([CH2:5][CH3:6])[CH2:3][CH3:4].[CH3:15][NH:16][CH3:17]. Product: [CH3:15][N:16]([CH3:17])[CH:7]1[CH2:11][CH2:10][CH2:9][N:8]([CH2:12][CH3:13])[C:2]1([CH2:5][CH3:6])[CH2:3][CH3:4]. The catalyst class is: 8.